From a dataset of Catalyst prediction with 721,799 reactions and 888 catalyst types from USPTO. Predict which catalyst facilitates the given reaction. (1) Reactant: [F:1][C:2]([F:15])([F:14])[S:3]([N-:6][S:7]([C:10]([F:13])([F:12])[F:11])(=[O:9])=[O:8])(=[O:5])=[O:4].[Li+].[CH:17]1[C:29]2[CH2:28][C:27]3[C:22](=[CH:23][CH:24]=[CH:25][CH:26]=3)[C:21]=2[CH:20]=[CH:19][CH:18]=1.[NH+:30]1[CH:34]=[CH:33][NH:32][CH:31]=1. Product: [F:13][C:10]([F:11])([F:12])[S:7]([N-:6][S:3]([C:2]([F:1])([F:14])[F:15])(=[O:4])=[O:5])(=[O:8])=[O:9].[CH2:26]([NH+:30]1[CH:34]=[CH:33][N:32]([C:25]2[CH:24]=[CH:23][C:22]3[C:21]4[C:29](=[CH:17][CH:18]=[CH:19][CH:20]=4)[CH2:28][C:27]=3[CH:26]=2)[CH2:31]1)[CH2:25][CH2:24][CH2:23][CH2:22][CH2:21][CH2:20][CH2:19][CH2:18][CH2:17][CH2:29][CH3:28]. The catalyst class is: 2. (2) Reactant: NC1N([C:7]2[CH:8]=[C:9]([CH:13]=[CH:14][C:15]=2C)[C:10]([OH:12])=[O:11])N=CC=1C(=O)C1C=CC=CC=1.[C:25]([O:29][C:30](=O)NN)([CH3:28])(C)C.CCN=C=NC[CH2:40][CH2:41][N:42]([CH3:44])C.[CH:45]1C=CC2N(O)N=NC=2[CH:50]=1.[Cl-].[Na+].[OH2:57]. Product: [CH2:45]([O:12][C:10](=[O:11])[C:9]1[CH:13]=[CH:14][CH:15]=[C:7]([O:57][CH2:40][CH2:41][N:42]2[CH2:28][CH2:25][O:29][CH2:30][CH2:44]2)[CH:8]=1)[CH3:50]. The catalyst class is: 3. (3) Reactant: CCN(C(C)C)C(C)C.[F:10][C:11]([F:35])([F:34])[C:12]1[CH:26]=[C:25]2[C:15]([C:16]([OH:33])=[C:17]([C:28](OCC)=[O:29])[C:18](=[O:27])[C:19]32[CH2:24][CH2:23][O:22][CH2:21][CH2:20]3)=[CH:14][CH:13]=1.Cl.[C:37]([O:41][C:42](=[O:45])[CH2:43][NH2:44])([CH3:40])([CH3:39])[CH3:38]. Product: [F:10][C:11]([F:34])([F:35])[C:12]1[CH:26]=[C:25]2[C:15]([C:16]([OH:33])=[C:17]([C:28]([NH:44][CH2:43][C:42]([O:41][C:37]([CH3:40])([CH3:39])[CH3:38])=[O:45])=[O:29])[C:18](=[O:27])[C:19]32[CH2:24][CH2:23][O:22][CH2:21][CH2:20]3)=[CH:14][CH:13]=1. The catalyst class is: 440. (4) Reactant: [Cl:1][C:2]1[CH:7]=[C:6]([Cl:8])[N:5]=[CH:4][N:3]=1.[NH:9]1[CH2:14][CH2:13][NH:12][CH2:11][CH2:10]1. Product: [ClH:1].[Cl:8][C:6]1[N:5]=[CH:4][N:3]=[C:2]([N:9]2[CH2:14][CH2:13][NH:12][CH2:11][CH2:10]2)[CH:7]=1. The catalyst class is: 10.